Task: Regression. Given a peptide amino acid sequence and an MHC pseudo amino acid sequence, predict their binding affinity value. This is MHC class II binding data.. Dataset: Peptide-MHC class II binding affinity with 134,281 pairs from IEDB (1) The peptide sequence is FTFSPRRHWTTQGCNCSIYP. The MHC is DRB1_0101 with pseudo-sequence DRB1_0101. The binding affinity (normalized) is 0.371. (2) The peptide sequence is ISRRDQRGSGQVVTY. The MHC is DRB5_0101 with pseudo-sequence DRB5_0101. The binding affinity (normalized) is 0.630. (3) The peptide sequence is AQLSQLISLLPSTLQ. The MHC is HLA-DPA10201-DPB10501 with pseudo-sequence HLA-DPA10201-DPB10501. The binding affinity (normalized) is 0. (4) The peptide sequence is AAKPAAAATATATAA. The MHC is DRB3_0101 with pseudo-sequence DRB3_0101. The binding affinity (normalized) is 0.0272. (5) The peptide sequence is YARFQRQTTLKAAA. The MHC is HLA-DQA10301-DQB10301 with pseudo-sequence HLA-DQA10301-DQB10301. The binding affinity (normalized) is 0. (6) The MHC is DRB3_0202 with pseudo-sequence DRB3_0202. The peptide sequence is GELQIVDKIDKAFKI. The binding affinity (normalized) is 0.384. (7) The peptide sequence is INEPYAAAIAYGLDR. The MHC is HLA-DQA10102-DQB10602 with pseudo-sequence HLA-DQA10102-DQB10602. The binding affinity (normalized) is 0.740. (8) The peptide sequence is RKVKRVVASLMRGLS. The MHC is H-2-IEd with pseudo-sequence H-2-IEd. The binding affinity (normalized) is 0.186. (9) The peptide sequence is GGESFGIVVAWKVRL. The MHC is HLA-DPA10301-DPB10402 with pseudo-sequence HLA-DPA10301-DPB10402. The binding affinity (normalized) is 0.135.